Dataset: NCI-60 drug combinations with 297,098 pairs across 59 cell lines. Task: Regression. Given two drug SMILES strings and cell line genomic features, predict the synergy score measuring deviation from expected non-interaction effect. (1) Drug 1: CC1C(C(=O)NC(C(=O)N2CCCC2C(=O)N(CC(=O)N(C(C(=O)O1)C(C)C)C)C)C(C)C)NC(=O)C3=C4C(=C(C=C3)C)OC5=C(C(=O)C(=C(C5=N4)C(=O)NC6C(OC(=O)C(N(C(=O)CN(C(=O)C7CCCN7C(=O)C(NC6=O)C(C)C)C)C)C(C)C)C)N)C. Drug 2: CN1C2=C(C=C(C=C2)N(CCCl)CCCl)N=C1CCCC(=O)O.Cl. Cell line: K-562. Synergy scores: CSS=14.3, Synergy_ZIP=4.19, Synergy_Bliss=-5.42, Synergy_Loewe=-32.8, Synergy_HSA=-10.6. (2) Drug 1: CC1=C2C(C(=O)C3(C(CC4C(C3C(C(C2(C)C)(CC1OC(=O)C(C(C5=CC=CC=C5)NC(=O)OC(C)(C)C)O)O)OC(=O)C6=CC=CC=C6)(CO4)OC(=O)C)OC)C)OC. Drug 2: CN1CCC(CC1)COC2=C(C=C3C(=C2)N=CN=C3NC4=C(C=C(C=C4)Br)F)OC. Cell line: NCI-H322M. Synergy scores: CSS=55.5, Synergy_ZIP=-2.68, Synergy_Bliss=-4.51, Synergy_Loewe=-2.55, Synergy_HSA=-0.300.